Dataset: Forward reaction prediction with 1.9M reactions from USPTO patents (1976-2016). Task: Predict the product of the given reaction. (1) Given the reactants C([O:3][C:4]([C:6]1[C:7](=O)[NH:8][C:9]2[C:14]([C:15]=1Cl)=CN=CC=2)=[O:5])C.[Cl:18]C1C=CN=CC=1.C(O)(=O)C1C=CC=NC=1.[Li+].CC([N-]C(C)C)C, predict the reaction product. The product is: [Cl:18][C:7]1[N:8]=[CH:9][CH:14]=[CH:15][C:6]=1[C:4]([OH:3])=[O:5]. (2) Given the reactants [CH3:1][C:2]1([CH3:24])[CH2:7][CH2:6][C:5]([C:8]2[CH:13]=[C:12]([C:14]3[N:18]([Sn](C)(C)C)[N:17]=[N:16][N:15]=3)[CH:11]=[CH:10][C:9]=2[NH2:23])=[CH:4][CH2:3]1.[K+].[C:26]([C:28]1[N:29]=[C:30]([C:41]([O-])=[O:42])[N:31]([CH2:33][O:34][CH2:35][CH2:36][Si:37]([CH3:40])([CH3:39])[CH3:38])[CH:32]=1)#[N:27].C1CN([P+](Br)(N2CCCC2)N2CCCC2)CC1.F[P-](F)(F)(F)(F)F.CCN(C(C)C)C(C)C, predict the reaction product. The product is: [CH3:1][C:2]1([CH3:24])[CH2:7][CH2:6][C:5]([C:8]2[CH:13]=[C:12]([C:14]3[NH:18][N:17]=[N:16][N:15]=3)[CH:11]=[CH:10][C:9]=2[NH:23][C:41]([C:30]2[N:31]([CH2:33][O:34][CH2:35][CH2:36][Si:37]([CH3:40])([CH3:39])[CH3:38])[CH:32]=[C:28]([C:26]#[N:27])[N:29]=2)=[O:42])=[CH:4][CH2:3]1. (3) Given the reactants [Cl:1][C:2]1[C:7]([Cl:8])=[CH:6][CH:5]=[CH:4][C:3]=1[C:9]1[CH:14]=[CH:13][C:12](/[C:15](/[CH3:35])=[CH:16]/[CH2:17][O:18][C:19]2[CH:24]=[CH:23][C:22]([CH2:25][C@H:26]([O:32][CH2:33][CH3:34])[C:27]([O:29]CC)=[O:28])=[CH:21][CH:20]=2)=[CH:11][CH:10]=1.[OH-].[Na+], predict the reaction product. The product is: [Cl:1][C:2]1[C:7]([Cl:8])=[CH:6][CH:5]=[CH:4][C:3]=1[C:9]1[CH:10]=[CH:11][C:12](/[C:15](/[CH3:35])=[CH:16]/[CH2:17][O:18][C:19]2[CH:20]=[CH:21][C:22]([CH2:25][C@H:26]([O:32][CH2:33][CH3:34])[C:27]([OH:29])=[O:28])=[CH:23][CH:24]=2)=[CH:13][CH:14]=1. (4) Given the reactants [CH:1]1([N:4]2[C:13]3[C:8](=[CH:9][C:10]([F:17])=[C:11]([F:16])[C:12]=3[O:14]C)[C:7](=[O:18])[C:6]([C:19]([OH:21])=[O:20])=[CH:5]2)[CH2:3][CH2:2]1, predict the reaction product. The product is: [CH:1]1([N:4]2[C:13]3[C:8](=[CH:9][C:10]([F:17])=[C:11]([F:16])[C:12]=3[OH:14])[C:7](=[O:18])[C:6]([C:19]([OH:21])=[O:20])=[CH:5]2)[CH2:2][CH2:3]1. (5) Given the reactants C(OC(=O)[CH:5]([C:23]#[N:24])[C:6]1[S:7][CH:8]=[C:9]([C:11]([N:13]2[C@@H:22]3[C@@H:17]([CH2:18][CH2:19][CH2:20][CH2:21]3)[CH2:16][CH2:15][CH2:14]2)=[O:12])[CH:10]=1)C.[Cl-].[Li+], predict the reaction product. The product is: [N:13]1([C:11]([C:9]2[CH:10]=[C:6]([CH2:5][C:23]#[N:24])[S:7][CH:8]=2)=[O:12])[C@@H:22]2[C@@H:17]([CH2:18][CH2:19][CH2:20][CH2:21]2)[CH2:16][CH2:15][CH2:14]1. (6) Given the reactants Cl[C:2]1[C:15]([C:16]#[N:17])=[CH:14][C:5]([C:6]([O:8][CH2:9][C:10]([F:13])([F:12])[F:11])=[O:7])=[C:4]([CH3:18])[N:3]=1.Cl.[CH2:20]([S:27]([NH:30][C:31]([CH:33]1[CH2:38][CH2:37][NH:36][CH2:35][CH2:34]1)=[O:32])(=[O:29])=[O:28])[C:21]1[CH:26]=[CH:25][CH:24]=[CH:23][CH:22]=1.CCN(C(C)C)C(C)C.OS([O-])(=O)=O.[K+], predict the reaction product. The product is: [CH2:20]([S:27]([NH:30][C:31]([CH:33]1[CH2:38][CH2:37][N:36]([C:2]2[C:15]([C:16]#[N:17])=[CH:14][C:5]([C:6]([O:8][CH2:9][C:10]([F:13])([F:12])[F:11])=[O:7])=[C:4]([CH3:18])[N:3]=2)[CH2:35][CH2:34]1)=[O:32])(=[O:28])=[O:29])[C:21]1[CH:22]=[CH:23][CH:24]=[CH:25][CH:26]=1. (7) The product is: [F:1][C:2]1[CH:7]=[CH:6][C:5]([C:8]2[N:21]([CH2:23][C:24]3[CH:25]=[N:26][CH:27]=[CH:28][CH:29]=3)[N:22]=[C:10]([CH3:11])[CH:9]=2)=[CH:4][CH:3]=1. Given the reactants [F:1][C:2]1[CH:7]=[CH:6][C:5]([C:8](=O)[CH2:9][C:10](=O)[CH3:11])=[CH:4][CH:3]=1.FC(F)(F)C(O)=O.[NH:21]([CH2:23][C:24]1[CH:25]=[N:26][CH:27]=[CH:28][CH:29]=1)[NH2:22].C(N(CC)CC)C.FC(F)(F)C(O)=O, predict the reaction product.